Predict the reactants needed to synthesize the given product. From a dataset of Full USPTO retrosynthesis dataset with 1.9M reactions from patents (1976-2016). (1) Given the product [Cl:1][C:2]1[CH:27]=[CH:26][C:5]([CH2:6][N:7]2[C:15]3[C:10](=[CH:11][C:12]([CH:16]=[C:17]4[S:21][C:20]([N:37]5[CH2:38][C@H:33]([CH3:32])[N:34]([C:40](=[O:44])[CH2:41][O:42][CH3:43])[C@H:35]([CH3:39])[CH2:36]5)=[N:19][C:18]4=[O:25])=[CH:13][CH:14]=3)[CH:9]=[N:8]2)=[C:4]([C:28]([F:31])([F:30])[F:29])[CH:3]=1, predict the reactants needed to synthesize it. The reactants are: [Cl:1][C:2]1[CH:27]=[CH:26][C:5]([CH2:6][N:7]2[C:15]3[C:10](=[CH:11][C:12]([CH:16]=[C:17]4[S:21][C:20](SCC)=[N:19][C:18]4=[O:25])=[CH:13][CH:14]=3)[CH:9]=[N:8]2)=[C:4]([C:28]([F:31])([F:30])[F:29])[CH:3]=1.[CH3:32][CH:33]1[CH2:38][NH:37][CH2:36][CH:35]([CH3:39])[N:34]1[C:40](=[O:44])[CH2:41][O:42][CH3:43]. (2) The reactants are: C(OC(=O)[NH:7][C@H:8]([C:18](=[O:28])[NH:19][CH2:20][C:21]1[CH:22]=[N:23][C:24]([NH2:27])=[CH:25][CH:26]=1)[CH2:9][C:10]1[CH:15]=[CH:14][C:13]([F:16])=[C:12]([F:17])[CH:11]=1)(C)(C)C.[ClH:30]. Given the product [ClH:30].[ClH:30].[NH2:7][C@@H:8]([CH2:9][C:10]1[CH:15]=[CH:14][C:13]([F:16])=[C:12]([F:17])[CH:11]=1)[C:18]([NH:19][CH2:20][C:21]1[CH:22]=[N:23][C:24]([NH2:27])=[CH:25][CH:26]=1)=[O:28], predict the reactants needed to synthesize it. (3) Given the product [CH3:1][N:2]1[C:6]2[CH:7]=[CH:8][CH:9]=[CH:10][C:5]=2[N:4]=[C:3]1[C:11]1[CH:16]=[CH:15][CH:14]=[C:13]([N:17]2[CH2:22][CH2:21][N:20]([S:33]([CH3:32])(=[O:35])=[O:34])[CH2:19][CH2:18]2)[N:12]=1, predict the reactants needed to synthesize it. The reactants are: [CH3:1][N:2]1[C:6]2[CH:7]=[CH:8][CH:9]=[CH:10][C:5]=2[N:4]=[C:3]1[C:11]1[CH:16]=[CH:15][CH:14]=[C:13]([N:17]2[CH2:22][CH2:21][NH:20][CH2:19][CH2:18]2)[N:12]=1.CCN(C(C)C)C(C)C.[CH3:32][S:33](Cl)(=[O:35])=[O:34]. (4) Given the product [NH2:25][C:26]1[C:27]([C:36]([NH:40][C@H:41]([C:46]([O:48][CH3:49])=[O:47])[C@H:42]([CH2:44][CH3:45])[CH3:43])=[O:38])=[CH:28][C:29]2[C:34]([CH:35]=1)=[CH:33][CH:32]=[CH:31][CH:30]=2, predict the reactants needed to synthesize it. The reactants are: CN(C(ON1N=NC2C=CC=NC1=2)=[N+](C)C)C.F[P-](F)(F)(F)(F)F.[NH2:25][C:26]1[C:27]([C:36]([OH:38])=O)=[CH:28][C:29]2[C:34]([CH:35]=1)=[CH:33][CH:32]=[CH:31][CH:30]=2.Cl.[NH2:40][C@H:41]([C:46]([O:48][CH3:49])=[O:47])[C@@H:42]([CH2:44][CH3:45])[CH3:43].C(N(C(C)C)CC)(C)C. (5) Given the product [C:1]([C:5]1[N:10]=[C:9]([C:11]2[CH:12]=[N:13][CH:14]=[CH:15][CH:16]=2)[C:8]([C:17]([OH:19])=[O:18])=[CH:7][N:6]=1)([CH3:4])([CH3:2])[CH3:3], predict the reactants needed to synthesize it. The reactants are: [C:1]([C:5]1[N:10]=[C:9]([C:11]2[CH:12]=[N:13][CH:14]=[CH:15][CH:16]=2)[C:8]([C:17]([O:19]CC)=[O:18])=[CH:7][N:6]=1)([CH3:4])([CH3:3])[CH3:2].O[Li].O. (6) Given the product [CH3:15][C:13]1[S:12][C:10]2[N:11]=[C:6]([NH:2][CH3:1])[N:7]=[C:8]([C:16]3[CH:21]=[CH:20][C:19]([C:22]([F:25])([F:24])[F:23])=[CH:18][CH:17]=3)[C:9]=2[CH:14]=1, predict the reactants needed to synthesize it. The reactants are: [CH3:1][NH2:2].CO.Cl[C:6]1[N:7]=[C:8]([C:16]2[CH:21]=[CH:20][C:19]([C:22]([F:25])([F:24])[F:23])=[CH:18][CH:17]=2)[C:9]2[CH:14]=[C:13]([CH3:15])[S:12][C:10]=2[N:11]=1. (7) Given the product [NH2:2][C:3]1[CH:8]=[CH:7][N:6]=[C:5]([O:13][CH3:12])[C:4]=1[Br:10], predict the reactants needed to synthesize it. The reactants are: [Na].[NH2:2][C:3]1[CH:8]=[CH:7][N:6]=[C:5](Cl)[C:4]=1[Br:10].Cl.[CH3:12][OH:13]. (8) Given the product [F:8][C:4]1[CH:5]=[CH:6][CH:7]=[C:2]([F:1])[C:3]=1[N:9]1[C:14]2[N:15]=[C:16]([S:34]([CH3:35])=[O:45])[N:17]=[C:18]([C:19]3[CH:20]=[C:21]([CH:30]=[CH:31][C:32]=3[CH3:33])[C:22]([NH:24][C:25]3[S:26][CH:27]=[CH:28][N:29]=3)=[O:23])[C:13]=2[CH2:12][NH:11][C:10]1=[O:36], predict the reactants needed to synthesize it. The reactants are: [F:1][C:2]1[CH:7]=[CH:6][CH:5]=[C:4]([F:8])[C:3]=1[N:9]1[C:14]2[N:15]=[C:16]([S:34][CH3:35])[N:17]=[C:18]([C:19]3[CH:20]=[C:21]([CH:30]=[CH:31][C:32]=3[CH3:33])[C:22]([NH:24][C:25]3[S:26][CH:27]=[CH:28][N:29]=3)=[O:23])[C:13]=2[CH2:12][NH:11][C:10]1=[O:36].C1C=C(Cl)C=C(C(OO)=[O:45])C=1. (9) Given the product [CH2:1]([O:8][C:9]([NH:11][CH2:12][CH2:13][N:14]1[C:19]2[CH:20]=[C:21]([C:28]([N:37]([CH2:35][CH3:36])[C@@H:38]3[C@@H:43]([C:44]4[CH:49]=[CH:48][CH:47]=[CH:46][CH:45]=4)[CH2:42][CH2:41][N:40]([C:50]([O:52][C:53]([CH3:55])([CH3:54])[CH3:56])=[O:51])[CH2:39]3)=[O:29])[C:22]([C:24]([F:25])([F:26])[F:27])=[CH:23][C:18]=2[O:17][C:16]([CH3:32])([CH3:33])[C:15]1=[O:34])=[O:10])[C:2]1[CH:7]=[CH:6][CH:5]=[CH:4][CH:3]=1, predict the reactants needed to synthesize it. The reactants are: [CH2:1]([O:8][C:9]([NH:11][CH2:12][CH2:13][N:14]1[C:19]2[CH:20]=[C:21]([C:28](OC)=[O:29])[C:22]([C:24]([F:27])([F:26])[F:25])=[CH:23][C:18]=2[O:17][C:16]([CH3:33])([CH3:32])[C:15]1=[O:34])=[O:10])[C:2]1[CH:7]=[CH:6][CH:5]=[CH:4][CH:3]=1.[CH2:35]([NH:37][C@@H:38]1[C@@H:43]([C:44]2[CH:49]=[CH:48][CH:47]=[CH:46][CH:45]=2)[CH2:42][CH2:41][N:40]([C:50]([O:52][C:53]([CH3:56])([CH3:55])[CH3:54])=[O:51])[CH2:39]1)[CH3:36].